Dataset: Reaction yield outcomes from USPTO patents with 853,638 reactions. Task: Predict the reaction yield, written as a fraction of the theoretical maximum amount of product (1.0 means a 100% yield; for example, 0.34 means a 34% yield). (1) The reactants are C[O:2][C:3]1[CH:4]=[C:5]([CH:27]=[CH:28][CH:29]=1)[CH2:6][C:7]1[C:11]2[C:12](=[O:26])[N:13]([C:20]3[CH:25]=[CH:24][CH:23]=[CH:22][CH:21]=3)[C:14]3[N:15]=[CH:16][CH:17]=[CH:18][C:19]=3[C:10]=2[NH:9][N:8]=1.Br.O. The catalyst is C(O)(=O)C. The product is [OH:2][C:3]1[CH:4]=[C:5]([CH:27]=[CH:28][CH:29]=1)[CH2:6][C:7]1[C:11]2[C:12](=[O:26])[N:13]([C:20]3[CH:25]=[CH:24][CH:23]=[CH:22][CH:21]=3)[C:14]3[N:15]=[CH:16][CH:17]=[CH:18][C:19]=3[C:10]=2[NH:9][N:8]=1. The yield is 0.760. (2) The reactants are [CH:1]([C:4]1[CH:9]=[CH:8][CH:7]=[CH:6][C:5]=1[NH:10][C:11]1[C:12]([C:20]2[CH:25]=[CH:24][CH:23]=[CH:22][CH:21]=2)=[CH:13][CH:14]=[CH:15][C:16]=1[N+:17]([O-])=O)([CH3:3])[CH3:2]. The catalyst is [Pd]. The product is [CH:1]([C:4]1[CH:9]=[CH:8][CH:7]=[CH:6][C:5]=1[NH:10][C:11]1[C:16]([NH2:17])=[CH:15][CH:14]=[CH:13][C:12]=1[C:20]1[CH:25]=[CH:24][CH:23]=[CH:22][CH:21]=1)([CH3:3])[CH3:2]. The yield is 0.880. (3) The reactants are CCN(C(C)C)C(C)C.[C:10]([C:14]1[N:22]=[C:21]2[C:17]([N:18]=[CH:19][NH:20]2)=[C:16](Cl)[N:15]=1)([CH3:13])([CH3:12])[CH3:11].[NH:24]1[CH2:28][CH2:27][C@H:26]([OH:29])[CH2:25]1.C(O)(=O)CC(CC(O)=O)(C(O)=O)O. The catalyst is CC#N. The product is [C:10]([C:14]1[N:22]=[C:21]2[C:17]([N:18]=[CH:19][NH:20]2)=[C:16]([N:24]2[CH2:28][CH2:27][C@H:26]([OH:29])[CH2:25]2)[N:15]=1)([CH3:13])([CH3:12])[CH3:11]. The yield is 0.800. (4) The reactants are [CH2:1]([N:3]([CH2:13][CH3:14])[C:4]1[CH:11]=[CH:10][C:7]([CH:8]=[O:9])=[C:6]([OH:12])[CH:5]=1)[CH3:2].C(N(CC)C(C)C)(C)C.[CH3:24][O:25][CH2:26]Cl. The catalyst is ClCCl.CN(C)C1C=CN=CC=1.C(OCC)(=O)C.Cl. The product is [CH2:13]([N:3]([CH2:1][CH3:2])[C:4]1[CH:11]=[CH:10][C:7]([CH:8]=[O:9])=[C:6]([O:12][CH2:24][O:25][CH3:26])[CH:5]=1)[CH3:14]. The yield is 0.880. (5) The yield is 0.530. No catalyst specified. The product is [CH3:1][O:2][C:3]1[CH:4]=[C:5]2[C:10](=[CH:11][C:12]=1[O:13][CH3:14])[N:9]=[CH:8][CH:7]=[C:6]2[O:15][C:16]1[C:22]([CH3:23])=[CH:21][C:19]([NH:20][C:43](=[S:59])[O:49][C:26]2[CH:27]=[CH:28][C:60]([Cl:62])=[CH:30][C:25]=2[CH3:31])=[C:18]([CH3:24])[CH:17]=1. The reactants are [CH3:1][O:2][C:3]1[CH:4]=[C:5]2[C:10](=[CH:11][C:12]=1[O:13][CH3:14])[N:9]=[CH:8][CH:7]=[C:6]2[O:15][C:16]1[C:22]([CH3:23])=[CH:21][C:19]([NH2:20])=[C:18]([CH3:24])[CH:17]=1.[C:25]1([CH3:31])[CH:30]=C[CH:28]=[CH:27][CH:26]=1.C(N(CC)CC)C.ClC(Cl)(O[C:43](=[O:49])OC(Cl)(Cl)Cl)Cl.CC1C=C(Cl)C=CC=1[SH:59].[CH2:60]([Cl:62])Cl. (6) The reactants are C(OC([C:6]1[N:7]=C[O:9][C:10]=1[CH2:11][C:12]1[CH:17]=[CH:16][C:15]([Cl:18])=[C:14]([F:19])[CH:13]=1)=O)C. The product is [ClH:18].[NH2:7][CH2:6][C:10](=[O:9])[CH2:11][C:12]1[CH:17]=[CH:16][C:15]([Cl:18])=[C:14]([F:19])[CH:13]=1. The yield is 0.810. The catalyst is Cl. (7) The reactants are [Br:1][C:2]1[C:3]([N:10]2[CH2:15][CH2:14][O:13][CH2:12][CH2:11]2)=[CH:4][C:5]([CH3:9])=[C:6]([CH:8]=1)[NH2:7].[C:16]([O:20][C:21](O[C:21]([O:20][C:16]([CH3:19])([CH3:18])[CH3:17])=[O:22])=[O:22])([CH3:19])([CH3:18])[CH3:17]. The catalyst is C(O)C. The product is [Br:1][C:2]1[C:3]([N:10]2[CH2:15][CH2:14][O:13][CH2:12][CH2:11]2)=[CH:4][C:5]([CH3:9])=[C:6]([NH:7][C:21](=[O:22])[O:20][C:16]([CH3:19])([CH3:18])[CH3:17])[CH:8]=1. The yield is 0.700.